From a dataset of Forward reaction prediction with 1.9M reactions from USPTO patents (1976-2016). Predict the product of the given reaction. (1) Given the reactants [Br:1][C:2]1[CH:3]=[C:4]2[C:9](=[CH:10][CH:11]=1)[N:8]=[CH:7][CH:6]=[C:5]2Cl.[Si:13]([O:20][C:21]1[CH:22]=[C:23]([NH2:27])[CH:24]=[CH:25][CH:26]=1)([C:16]([CH3:19])([CH3:18])[CH3:17])([CH3:15])[CH3:14], predict the reaction product. The product is: [Br:1][C:2]1[CH:3]=[C:4]2[C:9](=[CH:10][CH:11]=1)[N:8]=[CH:7][CH:6]=[C:5]2[NH:27][C:23]1[CH:24]=[CH:25][CH:26]=[C:21]([O:20][Si:13]([C:16]([CH3:19])([CH3:18])[CH3:17])([CH3:14])[CH3:15])[CH:22]=1. (2) Given the reactants [C:1]([OH:8])(=[O:7])/[CH:2]=[CH:3]/[C:4]([OH:6])=[O:5].[CH:18]1(N=C=N[CH:18]2[CH2:23][CH2:22][CH2:21][CH2:20][CH2:19]2)[CH2:23][CH2:22][CH2:21][CH2:20][CH2:19]1.O1CC[CH2:26][CH2:25]1, predict the reaction product. The product is: [C:1]1(=[O:8])[O:7][CH2:18][CH2:23][CH2:22][CH2:21][CH2:20][CH2:19][CH2:26][CH2:25][O:6][C:4](=[O:5])[CH:3]=[CH:2]1. (3) Given the reactants [C:1]([C:3]1[N:4]=[C:5]([CH:8]2[CH2:13][CH2:12][N:11]([C:14](=[O:26])[CH2:15][N:16]3[C:20]([CH3:21])=[CH:19][C:18]([C:22]([F:25])([F:24])[F:23])=[N:17]3)[CH2:10][CH2:9]2)[S:6][CH:7]=1)#[CH:2].[CH2:27]([O:29][C:30]1[CH:38]=[CH:37][CH:36]=[CH:35][C:31]=1[C:32](Cl)=[O:33])[CH3:28].C(N(CC)CC)C, predict the reaction product. The product is: [CH2:27]([O:29][C:30]1[CH:38]=[CH:37][CH:36]=[CH:35][C:31]=1[C:32](=[O:33])[C:2]#[C:1][C:3]1[N:4]=[C:5]([CH:8]2[CH2:13][CH2:12][N:11]([C:14](=[O:26])[CH2:15][N:16]3[C:20]([CH3:21])=[CH:19][C:18]([C:22]([F:23])([F:25])[F:24])=[N:17]3)[CH2:10][CH2:9]2)[S:6][CH:7]=1)[CH3:28].